This data is from Reaction yield outcomes from USPTO patents with 853,638 reactions. The task is: Predict the reaction yield, written as a fraction of the theoretical maximum amount of product (1.0 means a 100% yield; for example, 0.34 means a 34% yield). (1) The reactants are [CH3:1][O:2][C:3]1[CH:8]=[CH:7][C:6]([CH:9]=[CH:10][C:11]([OH:13])=O)=[CH:5][CH:4]=1.[CH3:14][CH:15]([CH3:22])[CH2:16][CH:17]([NH2:21])[CH2:18][CH2:19][CH3:20]. No catalyst specified. The product is [CH3:1][O:2][C:3]1[CH:4]=[CH:5][C:6]([CH:9]=[CH:10][C:11]([NH:21][CH:17]([CH2:18][CH2:19][CH3:20])[CH2:16][CH:15]([CH3:22])[CH3:14])=[O:13])=[CH:7][CH:8]=1. The yield is 0.650. (2) The reactants are [CH3:1][C:2]([C:6]1[CH:11]=[C:10]([CH3:12])[CH:9]=[CH:8][N:7]=1)([CH3:5])[C:3]#[N:4].[O-:13][Mn](=O)(=O)=O.[K+].[OH2:19]. No catalyst specified. The product is [C:3]([C:2]([C:6]1[CH:11]=[C:10]([CH:9]=[CH:8][N:7]=1)[C:12]([OH:13])=[O:19])([CH3:1])[CH3:5])#[N:4]. The yield is 0.680. (3) The reactants are [O:1]1[CH2:6][CH2:5][CH2:4][CH2:3][CH:2]1[O:7][C:8]1[CH:13]=[CH:12][C:11]([C:14](=[O:16])[CH3:15])=[CH:10][CH:9]=1.[Cl:17][C:18]1[C:25]([Cl:26])=[CH:24][CH:23]=[CH:22][C:19]=1[CH:20]=O.CCO.[OH-].[Na+]. The catalyst is CO. The product is [Cl:17][C:18]1[C:25]([Cl:26])=[CH:24][CH:23]=[CH:22][C:19]=1[CH:20]=[CH:15][C:14]([C:11]1[CH:12]=[CH:13][C:8]([O:7][CH:2]2[CH2:3][CH2:4][CH2:5][CH2:6][O:1]2)=[CH:9][CH:10]=1)=[O:16]. The yield is 0.870.